Task: Predict the reactants needed to synthesize the given product.. Dataset: Full USPTO retrosynthesis dataset with 1.9M reactions from patents (1976-2016) The reactants are: [H-].[Na+].[C:3]([O:11][CH2:12][CH3:13])(=[O:10])[CH2:4][C:5]([O:7][CH2:8][CH3:9])=[O:6].Br[CH2:15][CH2:16][CH2:17][CH2:18][Cl:19].Cl. Given the product [Cl:19][CH2:18][CH2:17][CH2:16][CH2:15][CH:4]([C:5]([O:7][CH2:8][CH3:9])=[O:6])[C:3]([O:11][CH2:12][CH3:13])=[O:10], predict the reactants needed to synthesize it.